From a dataset of Catalyst prediction with 721,799 reactions and 888 catalyst types from USPTO. Predict which catalyst facilitates the given reaction. (1) Reactant: Cl[C:2]1[C:3]2[CH2:11][N:10]([C:12]3[CH:19]=[CH:18][C:17]([CH3:20])=[CH:16][C:13]=3[C:14]#[N:15])[CH2:9][CH2:8][C:4]=2[N:5]=[CH:6][N:7]=1.[CH3:21][C:22]1[N:27]=[CH:26][C:25]([C@@H:28]([NH2:30])[CH3:29])=[CH:24][N:23]=1.C(N(CC)C(C)C)(C)C. Product: [CH3:20][C:17]1[CH:18]=[CH:19][C:12]([N:10]2[CH2:9][CH2:8][C:4]3[N:5]=[CH:6][N:7]=[C:2]([NH:30][C@H:28]([C:25]4[CH:24]=[N:23][C:22]([CH3:21])=[N:27][CH:26]=4)[CH3:29])[C:3]=3[CH2:11]2)=[C:13]([CH:16]=1)[C:14]#[N:15]. The catalyst class is: 10. (2) Reactant: Cl[C:2]1[C:11]2[C:6](=[CH:7][C:8](OCCCN(C)S(C)(=O)=O)=[C:9](OC)[CH:10]=2)[N:5]=[CH:4][N:3]=1.C(=O)([O-])[O-].[K+].[K+].[OH:30][C:31]1[CH:40]=[C:39]2[C:34]([C:35]([CH3:41])=[CH:36][CH:37]=[N:38]2)=[CH:33][CH:32]=1. Product: [CH3:41][C:35]1[C:34]2[C:39](=[CH:40][C:31]([O:30][C:2]3[C:11]4[C:6](=[CH:7][CH:8]=[CH:9][CH:10]=4)[N:5]=[CH:4][N:3]=3)=[CH:32][CH:33]=2)[N:38]=[CH:37][CH:36]=1. The catalyst class is: 3. (3) Reactant: [CH3:1][N:2]([CH3:22])[CH2:3][C:4]([NH:6][C:7]1[CH:8]=[C:9]([NH:14]C(=O)OC(C)(C)C)[CH:10]=[CH:11][C:12]=1[CH3:13])=[O:5].NC1C=C(NC(=O)OC(C)(C)C)C=CC=1C.C(N(CC)CC)C.CN(C)CC(Cl)=O.[Cl-].[Na+]. Product: [NH2:14][C:9]1[CH:10]=[CH:11][C:12]([CH3:13])=[C:7]([NH:6][C:4](=[O:5])[CH2:3][N:2]([CH3:1])[CH3:22])[CH:8]=1. The catalyst class is: 168. (4) Reactant: [C:1]([O:5][C@@H:6]([C:11]1[C:26]([CH3:27])=[CH:25][C:14]2[N:15]=[C:16]([C:18]3[CH:23]=[CH:22][N:21]=[C:20](Cl)[N:19]=3)[S:17][C:13]=2[C:12]=1[C:28]1[CH:33]=[CH:32][C:31]([Cl:34])=[CH:30][CH:29]=1)[C:7]([O:9][CH3:10])=[O:8])([CH3:4])([CH3:3])[CH3:2].[O:35]1[CH2:38][CH:37]([N:39]2[CH2:44][CH2:43][NH:42][CH2:41][CH2:40]2)[CH2:36]1. Product: [C:1]([O:5][C@@H:6]([C:11]1[C:26]([CH3:27])=[CH:25][C:14]2[N:15]=[C:16]([C:18]3[CH:23]=[CH:22][N:21]=[C:20]([N:42]4[CH2:43][CH2:44][N:39]([CH:37]5[CH2:38][O:35][CH2:36]5)[CH2:40][CH2:41]4)[N:19]=3)[S:17][C:13]=2[C:12]=1[C:28]1[CH:29]=[CH:30][C:31]([Cl:34])=[CH:32][CH:33]=1)[C:7]([O:9][CH3:10])=[O:8])([CH3:4])([CH3:3])[CH3:2]. The catalyst class is: 12. (5) Reactant: [CH2:1]([O:8][C:9]1[CH:14]=[CH:13][N:12]([C:15]2[CH:16]=[C:17]3[C:21](=[CH:22][CH:23]=2)[N:20]([CH2:24][CH2:25][N:26]2[CH2:30][CH2:29][C@H:28]([F:31])[CH2:27]2)[N:19]=[CH:18]3)[C:11](=[O:32])[CH:10]=1)[C:2]1[CH:7]=[CH:6][CH:5]=[CH:4][CH:3]=1.[ClH:33].C(OCC)C. Product: [ClH:33].[CH2:1]([O:8][C:9]1[CH:14]=[CH:13][N:12]([C:15]2[CH:16]=[C:17]3[C:21](=[CH:22][CH:23]=2)[N:20]([CH2:24][CH2:25][N:26]2[CH2:30][CH2:29][C@H:28]([F:31])[CH2:27]2)[N:19]=[CH:18]3)[C:11](=[O:32])[CH:10]=1)[C:2]1[CH:7]=[CH:6][CH:5]=[CH:4][CH:3]=1. The catalyst class is: 2. (6) Reactant: Cl[C:2]1[CH:16]=[CH:15][C:5]2[C:6](=[O:14])[NH:7][C:8]3[C:13]([C:4]=2[CH:3]=1)=[CH:12][CH:11]=[CH:10][N:9]=3.[NH:17]1[CH2:22][CH2:21]OCC1.[CH:23]1(P([CH:23]2[CH2:28][CH2:27]C[CH2:25][CH2:24]2)C2C=CC=CC=2C2C(C(C)C)=CC(C(C)C)=CC=2C(C)C)[CH2:28][CH2:27]C[CH2:25][CH2:24]1.CC(C)([O-])C.[Na+]. Product: [CH2:22]([NH:17][C:2]1[CH:16]=[CH:15][C:5]2[C:6](=[O:14])[NH:7][C:8]3[C:13]([C:4]=2[CH:3]=1)=[CH:12][CH:11]=[CH:10][N:9]=3)[C:21]1[CH:27]=[CH:28][CH:23]=[CH:24][CH:25]=1. The catalyst class is: 160. (7) Reactant: [C:1]1([CH2:7][CH2:8][CH2:9][NH:10][C:11]2[C:20]([NH2:21])=[CH:19][C:14]3[O:15][CH2:16][CH2:17][O:18][C:13]=3[CH:12]=2)[CH:6]=[CH:5][CH:4]=[CH:3][CH:2]=1.B(O)(O)O.[NH:26]1[C:34](=[O:35])[C:32](=O)[C:30](=O)[NH:29][C:27]1=[O:28]. Product: [C:1]1([CH2:7][CH2:8][CH2:9][N:10]2[C:30]3[C:32]([C:34](=[O:35])[NH:26][C:27](=[O:28])[N:29]=3)=[N:21][C:20]3[CH:19]=[C:14]4[O:15][CH2:16][CH2:17][O:18][C:13]4=[CH:12][C:11]2=3)[CH:6]=[CH:5][CH:4]=[CH:3][CH:2]=1. The catalyst class is: 15. (8) Reactant: [C:1]([O:5][C:6]([N:8]1[CH2:13][CH2:12][NH:11][CH2:10][CH2:9]1)=[O:7])([CH3:4])([CH3:3])[CH3:2].[Br:14][C:15]1[CH:20]=[CH:19][C:18]([S:21](Cl)(=[O:23])=[O:22])=[CH:17][C:16]=1[CH3:25]. Product: [C:1]([O:5][C:6]([N:8]1[CH2:13][CH2:12][N:11]([S:21]([C:18]2[CH:19]=[CH:20][C:15]([Br:14])=[C:16]([CH3:25])[CH:17]=2)(=[O:22])=[O:23])[CH2:10][CH2:9]1)=[O:7])([CH3:4])([CH3:2])[CH3:3]. The catalyst class is: 6. (9) Reactant: [OH:1][CH2:2][C:3]1[CH:8]=[CH:7][C:6]([C:9]2[CH:10]=[C:11]3[C:16](=[C:17]([O:19][CH2:20][O:21][CH2:22][CH2:23][Si:24]([CH3:27])([CH3:26])[CH3:25])[CH:18]=2)[N:15]=[CH:14][N:13]([CH2:28][O:29][CH2:30][CH2:31][Si:32]([CH3:35])([CH3:34])[CH3:33])[C:12]3=[O:36])=[C:5]([CH2:37][O:38][CH3:39])[CH:4]=1.C(N(CC)CC)C.[CH3:47][S:48](Cl)(=[O:50])=[O:49]. Product: [CH3:47][S:48]([O:1][CH2:2][C:3]1[CH:8]=[CH:7][C:6]([C:9]2[CH:10]=[C:11]3[C:16](=[C:17]([O:19][CH2:20][O:21][CH2:22][CH2:23][Si:24]([CH3:26])([CH3:27])[CH3:25])[CH:18]=2)[N:15]=[CH:14][N:13]([CH2:28][O:29][CH2:30][CH2:31][Si:32]([CH3:35])([CH3:34])[CH3:33])[C:12]3=[O:36])=[C:5]([CH2:37][O:38][CH3:39])[CH:4]=1)(=[O:50])=[O:49]. The catalyst class is: 389.